From a dataset of Forward reaction prediction with 1.9M reactions from USPTO patents (1976-2016). Predict the product of the given reaction. (1) Given the reactants Br[CH2:2][C:3]1[CH:4]=[C:5]([CH:8]=[CH:9][CH:10]=1)[C:6]#[N:7].[NH:11]([CH2:15][CH2:16][OH:17])[CH2:12][CH2:13][OH:14], predict the reaction product. The product is: [OH:14][CH2:13][CH2:12][N:11]([CH2:2][C:3]1[CH:4]=[C:5]([CH:8]=[CH:9][CH:10]=1)[C:6]#[N:7])[CH2:15][CH2:16][OH:17]. (2) Given the reactants [CH3:1][O:2][C:3]1[CH:4]=[CH:5][C:6]2[NH:11][CH2:10][C:9](=[O:12])[N:8]([C:13]3[CH:14]=[N:15][C:16]4[CH2:17][CH:18]([NH:23][C:24](=[O:30])[O:25][C:26]([CH3:29])([CH3:28])[CH3:27])[CH2:19][CH2:20][C:21]=4[CH:22]=3)[C:7]=2[N:31]=1, predict the reaction product. The product is: [CH3:1][O:2][C:3]1[CH:4]=[CH:5][C:6]2[N:11]=[CH:10][C:9](=[O:12])[N:8]([C:13]3[CH:14]=[N:15][C:16]4[CH2:17][CH:18]([NH:23][C:24](=[O:30])[O:25][C:26]([CH3:27])([CH3:29])[CH3:28])[CH2:19][CH2:20][C:21]=4[CH:22]=3)[C:7]=2[N:31]=1.